This data is from Full USPTO retrosynthesis dataset with 1.9M reactions from patents (1976-2016). The task is: Predict the reactants needed to synthesize the given product. (1) Given the product [CH3:15][C:13]([C:16]1[CH:22]=[CH:21][C:20]([C:23]([CH3:26])([CH3:25])[CH3:24])=[CH:19][C:17]=1[NH:18][C:7](=[O:9])[C:6]1[CH:10]=[C:2]([CH3:1])[CH:3]=[CH:4][C:5]=1[OH:11])([CH3:12])[CH3:14], predict the reactants needed to synthesize it. The reactants are: [CH3:1][C:2]1[CH:10]=[C:6]([C:7]([OH:9])=O)[C:5]([OH:11])=[CH:4][CH:3]=1.[CH3:12][C:13]([C:16]1[CH:22]=[CH:21][C:20]([C:23]([CH3:26])([CH3:25])[CH3:24])=[CH:19][C:17]=1[NH2:18])([CH3:15])[CH3:14]. (2) Given the product [C:18]([C:22]1[CH:27]=[CH:26][C:25]([S:28]([N:11]([C:12]2[CH:17]=[CH:16][CH:15]=[CH:14][CH:13]=2)[CH2:2][C:3]([N:8]([CH2:9][CH3:10])[CH2:6][CH3:7])=[O:4])(=[O:30])=[O:29])=[CH:24][CH:23]=1)([CH3:21])([CH3:19])[CH3:20], predict the reactants needed to synthesize it. The reactants are: Br[CH2:2][C:3](Br)=[O:4].[CH2:6]([NH:8][CH2:9][CH3:10])[CH3:7].[NH2:11][C:12]1[CH:17]=[CH:16][CH:15]=[CH:14][CH:13]=1.[C:18]([C:22]1[CH:27]=[CH:26][C:25]([S:28](Cl)(=[O:30])=[O:29])=[CH:24][CH:23]=1)([CH3:21])([CH3:20])[CH3:19]. (3) The reactants are: [Na].Cl[C:3]1[N:8]=[C:7]([C:9]2[CH:14]=[CH:13][N:12]=[CH:11][CH:10]=2)[N:6]=[C:5]([NH:15][S:16]([C:19]2[CH:24]=[CH:23][C:22]([CH3:25])=[CH:21][N:20]=2)(=[O:18])=[O:17])[C:4]=1[O:26][C:27]1[CH:32]=[CH:31][CH:30]=[CH:29][C:28]=1[O:33][CH3:34].[CH3:35][OH:36]. Given the product [CH3:35][O:36][C:3]1[N:8]=[C:7]([C:9]2[CH:14]=[CH:13][N:12]=[CH:11][CH:10]=2)[N:6]=[C:5]([NH:15][S:16]([C:19]2[CH:24]=[CH:23][C:22]([CH3:25])=[CH:21][N:20]=2)(=[O:18])=[O:17])[C:4]=1[O:26][C:27]1[CH:32]=[CH:31][CH:30]=[CH:29][C:28]=1[O:33][CH3:34], predict the reactants needed to synthesize it. (4) Given the product [ClH:1].[CH3:2][N:3]1[C:8]([CH3:9])=[CH:7][C:6](=[O:11])[C:5]([O:12][CH2:13][C:14]2[CH:15]=[CH:16][CH:17]=[CH:18][CH:19]=2)=[C:4]1[CH:24]([O:23][CH3:22])[CH3:25], predict the reactants needed to synthesize it. The reactants are: [ClH:1].[CH3:2][N:3]1[C:8]([CH3:9])=[C:7](C)[C:6](=[O:11])[C:5]([O:12][CH2:13][C:14]2[CH:19]=[CH:18][CH:17]=[CH:16][CH:15]=2)=[C:4]1OC.[CH3:22][O:23][CH:24]([C:22]1[O:23][C:24]([CH3:25])=C[C:25](=O)[C:24]=1[O:23][CH2:22]C1C=CC=CC=1)[CH3:25]. (5) Given the product [Cl:24][C:5]1[C:6]([NH:8][C:9]2[CH:10]=[CH:11][C:12]([F:23])=[C:13]([NH:15][C:16](=[O:22])[O:17][C:18]([CH3:21])([CH3:20])[CH3:19])[CH:14]=2)=[N:7][C:2]([NH:37][C:35]2[CH:34]=[N:33][N:32]([CH:29]3[CH2:30][CH2:31][N:26]([CH3:25])[CH2:27][CH2:28]3)[CH:36]=2)=[N:3][CH:4]=1, predict the reactants needed to synthesize it. The reactants are: Cl[C:2]1[N:7]=[C:6]([NH:8][C:9]2[CH:10]=[CH:11][C:12]([F:23])=[C:13]([NH:15][C:16](=[O:22])[O:17][C:18]([CH3:21])([CH3:20])[CH3:19])[CH:14]=2)[C:5]([Cl:24])=[CH:4][N:3]=1.[CH3:25][N:26]1[CH2:31][CH2:30][CH:29]([N:32]2[CH:36]=[C:35]([NH2:37])[CH:34]=[N:33]2)[CH2:28][CH2:27]1.C(O)(C(F)(F)F)=O. (6) Given the product [C:12]([OH:15])(=[O:27])[C:30]([OH:32])=[O:33].[C:20]1([S:26]([N:17]2[CH:18]=[C:7]3[CH2:6][CH:5]([N:4]([CH3:19])[CH3:3])[C:14]4[CH2:13][C:12](=[O:15])[CH:11]=[CH:10][C:9]([C:8]=43)=[CH:16]2)(=[O:28])=[O:27])[CH:25]=[CH:24][CH:23]=[CH:22][CH:21]=1, predict the reactants needed to synthesize it. The reactants are: [H-].[Na+].[CH3:3][N:4]([CH3:19])[CH:5]1[C:14]2[CH2:13][C:12](=[O:15])[CH:11]=[CH:10][C:9]3=[CH:16][NH:17][CH:18]=[C:7]([C:8]=23)[CH2:6]1.[C:20]1([S:26](Cl)(=[O:28])=[O:27])[CH:25]=[CH:24][CH:23]=[CH:22][CH:21]=1.[C:30](=[O:33])([O-:32])O.[Na+].